From a dataset of Reaction yield outcomes from USPTO patents with 853,638 reactions. Predict the reaction yield, written as a fraction of the theoretical maximum amount of product (1.0 means a 100% yield; for example, 0.34 means a 34% yield). (1) The reactants are [CH3:1][O:2][C:3]1[CH:8]=[CH:7][CH:6]=[CH:5][C:4]=1[C:9]1[NH:13][C:12]2[C:14]([C:22]3[CH2:27][CH2:26][N:25](C(OC(C)(C)C)=O)[CH2:24][CH:23]=3)=[CH:15][C:16]([C:18]([F:21])([F:20])[F:19])=[CH:17][C:11]=2[N:10]=1.C(O)(C(F)(F)F)=O. The catalyst is C(Cl)Cl. The product is [CH3:1][O:2][C:3]1[CH:8]=[CH:7][CH:6]=[CH:5][C:4]=1[C:9]1[NH:13][C:12]2[C:14]([C:22]3[CH2:27][CH2:26][NH:25][CH2:24][CH:23]=3)=[CH:15][C:16]([C:18]([F:21])([F:19])[F:20])=[CH:17][C:11]=2[N:10]=1. The yield is 0.920. (2) The reactants are O.[S-2].[Na+].[Na+].[S].[CH2:6]([O:8][C:9]1[CH:14]=[CH:13][CH:12]=[CH:11][C:10]=1[C:15]1[CH:20]=[CH:19][C:18]([N+:21]([O-])=O)=[CH:17][C:16]=1[N+:24]([O-:26])=[O:25])[CH3:7].[Na+].[Cl-]. The catalyst is O. The product is [CH2:6]([O:8][C:9]1[CH:14]=[CH:13][CH:12]=[CH:11][C:10]=1[C:15]1[CH:20]=[CH:19][C:18]([NH2:21])=[CH:17][C:16]=1[N+:24]([O-:26])=[O:25])[CH3:7]. The yield is 0.950. (3) The reactants are [C:1]1([S:7][C:8]2[CH:13]=[CH:12][C:11]([C:14](=[O:16])[CH3:15])=[CH:10][CH:9]=2)[CH:6]=[CH:5][CH:4]=[CH:3][CH:2]=1.C[Si](C)(C)[N-][Si](C)(C)C.[Li+].[CH2:27](Br)[CH:28]=[CH2:29]. The catalyst is C1COCC1. The product is [C:1]1([S:7][C:8]2[CH:13]=[CH:12][C:11]([C:14](=[O:16])[CH2:15][CH2:29][CH:28]=[CH2:27])=[CH:10][CH:9]=2)[CH:2]=[CH:3][CH:4]=[CH:5][CH:6]=1. The yield is 0.520. (4) The reactants are Br[C:2]1[CH:10]=[C:9]2[C:5]([CH:6]=[N:7][N:8]2[CH2:11][CH:12]([CH3:14])[CH3:13])=[CH:4][C:3]=1[O:15][C:16]1[CH:21]=[CH:20][C:19]([F:22])=[CH:18][C:17]=1[F:23].[CH3:24][N:25]([CH3:30])[CH2:26][CH2:27][CH2:28][NH2:29].C1C=CC(P(C2C(C3C(P(C4C=CC=CC=4)C4C=CC=CC=4)=CC=C4C=3C=CC=C4)=C3C(C=CC=C3)=CC=2)C2C=CC=CC=2)=CC=1.CC([O-])(C)C.[Na+]. The catalyst is O1CCOCC1.C1C=CC(/C=C/C(/C=C/C2C=CC=CC=2)=O)=CC=1.C1C=CC(/C=C/C(/C=C/C2C=CC=CC=2)=O)=CC=1.C1C=CC(/C=C/C(/C=C/C2C=CC=CC=2)=O)=CC=1.[Pd].[Pd]. The product is [F:23][C:17]1[CH:18]=[C:19]([F:22])[CH:20]=[CH:21][C:16]=1[O:15][C:3]1[CH:4]=[C:5]2[C:9](=[CH:10][C:2]=1[NH:29][CH2:28][CH2:27][CH2:26][N:25]([CH3:30])[CH3:24])[N:8]([CH2:11][CH:12]([CH3:14])[CH3:13])[N:7]=[CH:6]2. The yield is 0.690. (5) The reactants are [Cl-].[NH4+].[F:3][C:4]1[C:9]([F:10])=[CH:8][C:7]([O:11][CH3:12])=[C:6]([N+:13]([O-])=O)[C:5]=1[NH:16][C:17]1[CH:22]=[CH:21][C:20]([I:23])=[CH:19][C:18]=1[F:24]. The catalyst is C(O)C.[Fe]. The product is [F:10][C:9]1[C:4]([F:3])=[C:5]([NH:16][C:17]2[CH:22]=[CH:21][C:20]([I:23])=[CH:19][C:18]=2[F:24])[C:6]([NH2:13])=[C:7]([O:11][CH3:12])[CH:8]=1. The yield is 0.903. (6) The product is [C:17]([C:16]1[C:15]2[C:10](=[CH:11][C:12]([O:19][CH3:20])=[CH:13][CH:14]=2)[N:9]([CH2:21][CH3:22])[C:8]=1[C:5]1[CH:4]=[CH:3][C:2]([NH:1][S:31]([CH3:30])(=[O:33])=[O:32])=[CH:7][CH:6]=1)#[N:18]. The catalyst is C1COCC1.O. The reactants are [NH2:1][C:2]1[CH:7]=[CH:6][C:5]([C:8]2[N:9]([CH2:21][CH3:22])[C:10]3[C:15]([C:16]=2[C:17]#[N:18])=[CH:14][CH:13]=[C:12]([O:19][CH3:20])[CH:11]=3)=[CH:4][CH:3]=1.C(N(CC)CC)C.[CH3:30][S:31](Cl)(=[O:33])=[O:32]. The yield is 0.680. (7) The reactants are [CH2:1]([C:3]1[N:4]=[C:5]([CH2:27][CH2:28][CH3:29])[N:6]([CH2:12][C:13]2[CH:18]=[CH:17][C:16]([C:19]3[C:20]([C:25]#[N:26])=[CH:21][CH:22]=[CH:23][CH:24]=3)=[CH:15][CH:14]=2)[C:7](=[O:11])[C:8]=1[CH:9]=[O:10])[CH3:2].O1C[CH2:33][CH2:32][CH2:31]1. No catalyst specified. The product is [CH2:1]([C:3]1[N:4]=[C:5]([CH2:27][CH2:28][CH3:29])[N:6]([CH2:12][C:13]2[CH:18]=[CH:17][C:16]([C:19]3[C:20]([C:25]#[N:26])=[CH:21][CH:22]=[CH:23][CH:24]=3)=[CH:15][CH:14]=2)[C:7](=[O:11])[C:8]=1[CH:9]([OH:10])[CH:32]([CH3:33])[CH3:31])[CH3:2]. The yield is 0.570. (8) The yield is 0.430. The catalyst is CCO.C(Cl)Cl. The reactants are [CH:1]1([C:4]2[C:5]([N+:15]([O-:17])=[O:16])=[CH:6][C:7]([N+:12]([O-])=O)=[C:8]([CH:11]=2)[CH:9]=O)[CH2:3][CH2:2]1.ClC1C=CC([N:25]2[C:33](C(NC)=O)=[C:32]3[C:27](C=[C:29]([NH:41]S(C)(=O)=O)[C:30](C4CC4)=[CH:31]3)=N2)=CC=1.CC1C=CC(N)=NC=1.C1(P(C2C=CC=CC=2)C2C=CC=CC=2)C=CC=CC=1. The product is [CH:1]1([C:4]2[C:5]([N+:15]([O-:17])=[O:16])=[CH:6][C:7]3[C:8](=[CH:9][N:41]([C:29]4[CH:30]=[CH:31][C:32]([CH3:27])=[CH:33][N:25]=4)[N:12]=3)[CH:11]=2)[CH2:3][CH2:2]1. (9) The reactants are [OH:1]O.[CH2:3]([C:5]1[S:6][C:7]([C:17]2[CH:22]=[CH:21][N:20]=[CH:19][CH:18]=2)=[C:8]([C:10]2[CH:15]=[CH:14][C:13]([F:16])=[CH:12][CH:11]=2)[N:9]=1)[CH3:4]. The catalyst is ClCCl.C[Re](=O)(=O)=O. The product is [CH2:3]([C:5]1[S:6][C:7]([C:17]2[CH:22]=[CH:21][N+:20]([O-:1])=[CH:19][CH:18]=2)=[C:8]([C:10]2[CH:11]=[CH:12][C:13]([F:16])=[CH:14][CH:15]=2)[N:9]=1)[CH3:4]. The yield is 0.850.